This data is from Full USPTO retrosynthesis dataset with 1.9M reactions from patents (1976-2016). The task is: Predict the reactants needed to synthesize the given product. (1) Given the product [Cl:13][C:14]1[CH:15]=[C:16]([F:30])[C:17]([CH:21]([C:23]2[CH:28]=[CH:27][C:26]([F:29])=[CH:25][CH:24]=2)[C:9]2[C:8]3[C:12](=[C:4]([CH2:3][S:2][CH3:1])[CH:5]=[CH:6][CH:7]=3)[NH:11][CH:10]=2)=[C:18]([F:20])[CH:19]=1, predict the reactants needed to synthesize it. The reactants are: [CH3:1][S:2][CH2:3][C:4]1[CH:5]=[CH:6][CH:7]=[C:8]2[C:12]=1[NH:11][CH:10]=[CH:9]2.[Cl:13][C:14]1[CH:19]=[C:18]([F:20])[C:17]([CH:21]([C:23]2[CH:28]=[CH:27][C:26]([F:29])=[CH:25][CH:24]=2)O)=[C:16]([F:30])[CH:15]=1.FC1C=CC(C(C2C=CC(F)=CC=2)C2C3C(=C(CSC)C=CC=3)NC=2)=CC=1. (2) Given the product [Cl:18][C:14]1[CH:13]=[C:12]([CH:17]=[CH:16][CH:15]=1)[O:11][C@H:8]1[CH2:9][CH2:10][C@H:5]([C:3]([NH:20][NH2:21])=[O:2])[CH2:6][CH2:7]1, predict the reactants needed to synthesize it. The reactants are: C[O:2][C:3]([C@H:5]1[CH2:10][CH2:9][C@H:8]([O:11][C:12]2[CH:17]=[CH:16][CH:15]=[C:14]([Cl:18])[CH:13]=2)[CH2:7][CH2:6]1)=O.O.[NH2:20][NH2:21]. (3) The reactants are: [CH3:1][C:2](=[CH:13][C:14]1[CH:19]=[CH:18][CH:17]=[CH:16][CH:15]=1)[CH2:3][NH:4][CH2:5][CH2:6][N:7]1[CH2:12][CH2:11][CH2:10][CH2:9][CH2:8]1.[CH3:20][O:21][C:22]1[CH:23]=[C:24]([CH:28]=[C:29]([O:33][CH3:34])[C:30]=1[O:31][CH3:32])[C:25](O)=[O:26].F[B-](F)(F)F.N1(OC(N(C)C)=[N+](C)C)C2C=CC=CC=2N=N1.Cl. Given the product [CH3:34][O:33][C:29]1[CH:28]=[C:24]([CH:23]=[C:22]([O:21][CH3:20])[C:30]=1[O:31][CH3:32])[C:25]([N:4]([CH2:3][C:2]([CH3:1])=[CH:13][C:14]1[CH:15]=[CH:16][CH:17]=[CH:18][CH:19]=1)[CH2:5][CH2:6][N:7]1[CH2:12][CH2:11][CH2:10][CH2:9][CH2:8]1)=[O:26], predict the reactants needed to synthesize it.